The task is: Predict the reactants needed to synthesize the given product.. This data is from Full USPTO retrosynthesis dataset with 1.9M reactions from patents (1976-2016). (1) Given the product [NH2:44][C:43]1[CH:45]=[CH:46][C:47]([C:2]2[C:10]3[C:9]([NH:11][C@H:12]([C:14]4[N:19]([C:20]5[CH:25]=[CH:24][CH:23]=[CH:22][CH:21]=5)[C:18](=[O:26])[C:17]5=[C:27]([CH3:30])[CH:28]=[CH:29][N:16]5[N:15]=4)[CH3:13])=[N:8][CH:7]=[N:6][C:5]=3[N:4]([CH2:31][O:32][CH2:33][CH2:34][Si:35]([CH3:38])([CH3:37])[CH3:36])[CH:3]=2)=[C:41]([O:40][CH3:39])[CH:42]=1, predict the reactants needed to synthesize it. The reactants are: Br[C:2]1[C:10]2[C:9]([NH:11][C@H:12]([C:14]3[N:19]([C:20]4[CH:25]=[CH:24][CH:23]=[CH:22][CH:21]=4)[C:18](=[O:26])[C:17]4=[C:27]([CH3:30])[CH:28]=[CH:29][N:16]4[N:15]=3)[CH3:13])=[N:8][CH:7]=[N:6][C:5]=2[N:4]([CH2:31][O:32][CH2:33][CH2:34][Si:35]([CH3:38])([CH3:37])[CH3:36])[CH:3]=1.[CH3:39][O:40][C:41]1[CH:42]=[C:43]([CH:45]=[CH:46][C:47]=1B1OC(C)(C)C(C)(C)O1)[NH2:44].C(=O)([O-])[O-].[Na+].[Na+].[Cl-].[NH4+]. (2) Given the product [N:14]([CH2:17][CH2:18][CH2:19][N:20]([CH3:21])[C:9]([C:8]1[CH:12]=[CH:13][C:5]([S:2]([Cl:1])(=[O:4])=[O:3])=[CH:6][CH:7]=1)=[O:10])=[N+:15]=[N-:16], predict the reactants needed to synthesize it. The reactants are: [Cl:1][S:2]([C:5]1[CH:13]=[CH:12][C:8]([C:9](Cl)=[O:10])=[CH:7][CH:6]=1)(=[O:4])=[O:3].[N:14]([CH2:17][CH2:18][CH2:19][NH:20][CH3:21])=[N+:15]=[N-:16]. (3) Given the product [CH3:37][O:36][C:34](=[O:35])[CH2:33][NH:32][C:27]([C:24]1[N:23]=[C:22]([OH:30])[C:21]([C:19](=[O:20])[NH:18][CH:9]([C:10]2[CH:15]=[CH:14][C:13]([O:16][CH3:17])=[CH:12][CH:11]=2)[C:6]2[CH:5]=[CH:4][C:3]([O:2][CH3:1])=[CH:8][CH:7]=2)=[CH:26][N:25]=1)=[O:28], predict the reactants needed to synthesize it. The reactants are: [CH3:1][O:2][C:3]1[CH:8]=[CH:7][C:6]([CH:9]([NH:18][C:19]([C:21]2[C:22]([OH:30])=[N:23][C:24]([C:27](O)=[O:28])=[N:25][CH:26]=2)=[O:20])[C:10]2[CH:15]=[CH:14][C:13]([O:16][CH3:17])=[CH:12][CH:11]=2)=[CH:5][CH:4]=1.Cl.[NH2:32][CH2:33][C:34]([O:36][CH3:37])=[O:35].CN(C(ON1N=NC2C=CC=CC1=2)=[N+](C)C)C.[B-](F)(F)(F)F.CCN(C(C)C)C(C)C. (4) Given the product [CH3:14][N:13]1[C:9]([CH2:8][CH2:7][OH:6])=[CH:10][CH:11]=[N:12]1, predict the reactants needed to synthesize it. The reactants are: C([Si](C)(C)[O:6][CH2:7][CH2:8][C:9]1[N:13]([CH3:14])[N:12]=[CH:11][CH:10]=1)(C)(C)C.[F-].[Na+].Br. (5) Given the product [F:10][C:9]1[CH:8]=[CH:7][CH:6]=[C:3]([C:4]#[N:5])[C:2]=1[C:15]1[CH:16]=[C:17]([N+:20]([O-:22])=[O:21])[CH:18]=[CH:19][C:14]=1[F:13], predict the reactants needed to synthesize it. The reactants are: Br[C:2]1[C:9]([F:10])=[CH:8][CH:7]=[CH:6][C:3]=1[C:4]#[N:5].[F-].[K+].[F:13][C:14]1[CH:19]=[CH:18][C:17]([N+:20]([O-:22])=[O:21])=[CH:16][C:15]=1B1OC(C)(C)C(C)(C)O1. (6) Given the product [F:15][C:16]([F:28])([F:29])[C:17]1[CH:18]=[CH:19][C:20]([C:23]([F:24])([F:25])[F:26])=[CH:21][C:22]=1[N:12]1[CH2:13][CH2:14][CH:9]([CH2:8][O:7][CH:2]2[CH2:3][CH2:4][CH2:5][CH2:6][O:1]2)[CH2:10][CH2:11]1, predict the reactants needed to synthesize it. The reactants are: [O:1]1[CH2:6][CH2:5][CH2:4][CH2:3][CH:2]1[O:7][CH2:8][CH:9]1[CH2:14][CH2:13][NH:12][CH2:11][CH2:10]1.[F:15][C:16]([F:29])([F:28])[C:17]1[CH:22]=[CH:21][C:20]([C:23]([F:26])([F:25])[F:24])=[CH:19][C:18]=1Br.C1C=CC(P(C2C(C3C(P(C4C=CC=CC=4)C4C=CC=CC=4)=CC=C4C=3C=CC=C4)=C3C(C=CC=C3)=CC=2)C2C=CC=CC=2)=CC=1.C(O[Na])(C)(C)C. (7) Given the product [CH2:1]([N:8]1[C:13]2[CH:14]=[CH:15][C:16]([C:18]([OH:20])=[O:19])=[CH:17][C:12]=2[O:11][CH2:10][C:9]1=[O:22])[C:2]1[CH:3]=[CH:4][CH:5]=[CH:6][CH:7]=1, predict the reactants needed to synthesize it. The reactants are: [CH2:1]([N:8]1[C:13]2[CH:14]=[CH:15][C:16]([C:18]([O:20]C)=[O:19])=[CH:17][C:12]=2[O:11][CH2:10][C:9]1=[O:22])[C:2]1[CH:7]=[CH:6][CH:5]=[CH:4][CH:3]=1.[OH-].[Na+].Cl. (8) Given the product [CH:11]([N:9]1[CH:10]=[C:6]([CH2:4][OH:3])[C:7]([C:14]([F:17])([F:16])[F:15])=[N:8]1)([CH3:13])[CH3:12], predict the reactants needed to synthesize it. The reactants are: C([O:3][C:4]([C:6]1[C:7]([C:14]([F:17])([F:16])[F:15])=[N:8][N:9]([CH:11]([CH3:13])[CH3:12])[CH:10]=1)=O)C.CC(C[AlH]CC(C)C)C.Cl. (9) Given the product [CH3:16][O:15][C:12]1[CH:13]=[CH:14][C:9]([C:4]2([C:5]([O:7][CH3:8])=[O:6])[CH2:17][CH:23]2[C:24]([O:26][CH3:27])=[O:25])=[CH:10][CH:11]=1, predict the reactants needed to synthesize it. The reactants are: [H-].[Na+].Br[CH:4]([C:9]1[CH:14]=[CH:13][C:12]([O:15][CH3:16])=[CH:11][CH:10]=1)[C:5]([O:7][CH3:8])=[O:6].[C:17]1([CH2:23][C:24]([O:26][CH2:27]C)=[O:25])C=CC=CC=1.C(OCC)(=O)C=C.